Dataset: Catalyst prediction with 721,799 reactions and 888 catalyst types from USPTO. Task: Predict which catalyst facilitates the given reaction. (1) Reactant: Cl[CH2:2][CH2:3][CH2:4]/[C:5](=[N:19]/[S@:20]([C:22]([CH3:25])([CH3:24])[CH3:23])=[O:21])/[C:6]1[CH:11]=[C:10]([F:12])[CH:9]=[CH:8][C:7]=1[O:13][C@@H:14]1[CH2:18][CH2:17][O:16][CH2:15]1.C([BH-](CC)CC)C.[Li+].[Li+].C[Si]([N-][Si](C)(C)C)(C)C. Product: [C:22]([S@@:20]([N:19]1[CH2:2][CH2:3][CH2:4][CH:5]1[C:6]1[CH:11]=[C:10]([F:12])[CH:9]=[CH:8][C:7]=1[O:13][C@@H:14]1[CH2:18][CH2:17][O:16][CH2:15]1)=[O:21])([CH3:25])([CH3:24])[CH3:23]. The catalyst class is: 1. (2) Reactant: [F:1][C:2]([F:17])([F:16])[C:3]1[CH:15]=[CH:14][C:6]2[C:7]([O:10]C(=O)C)=[CH:8][O:9][C:5]=2[CH:4]=1.CO.Cl. Product: [F:17][C:2]([F:1])([F:16])[C:3]1[CH:15]=[CH:14][C:6]2[C:7](=[O:10])[CH2:8][O:9][C:5]=2[CH:4]=1. The catalyst class is: 6.